From a dataset of Reaction yield outcomes from USPTO patents with 853,638 reactions. Predict the reaction yield, written as a fraction of the theoretical maximum amount of product (1.0 means a 100% yield; for example, 0.34 means a 34% yield). (1) The reactants are [Br:1][C:2]1[CH:9]=[CH:8][C:5]([C:6]#[N:7])=[C:4]([F:10])[CH:3]=1.C(O)(C(F)(F)F)=[O:12].S(=O)(=O)(O)O. No catalyst specified. The product is [Br:1][C:2]1[CH:9]=[CH:8][C:5]([C:6]([NH2:7])=[O:12])=[C:4]([F:10])[CH:3]=1. The yield is 0.870. (2) The reactants are C1COCC1.O.[C:7]([C:11]1[CH:16]=[C:15]([C:17]([CH3:20])([CH3:19])[CH3:18])[C:14](=[O:21])[C:13](=[O:22])[C:12]=1[N+:23]([O-:25])=[O:24])([CH3:10])([CH3:9])[CH3:8].[O-]S(S([O-])=O)=O.[Na+].[Na+]. The catalyst is CCOC(C)=O. The product is [C:7]([C:11]1[C:12]([N+:23]([O-:25])=[O:24])=[C:13]([OH:22])[C:14]([OH:21])=[C:15]([C:17]([CH3:18])([CH3:19])[CH3:20])[CH:16]=1)([CH3:8])([CH3:9])[CH3:10]. The yield is 0.740. (3) The reactants are [Br:1][C:2]1[CH:7]=[CH:6][C:5]([OH:8])=[C:4]([F:9])[CH:3]=1.[CH:10](O)([CH3:12])[CH3:11].C1(P(C2C=CC=CC=2)C2C=CC=CC=2)C=CC=CC=1.CC(OC(/N=N/C(OC(C)C)=O)=O)C. The catalyst is C1COCC1. The product is [Br:1][C:2]1[CH:7]=[CH:6][C:5]([O:8][CH:10]([CH3:12])[CH3:11])=[C:4]([F:9])[CH:3]=1. The yield is 0.990. (4) The reactants are [OH:1][C@@H:2]([CH3:7])[CH2:3][C:4]([OH:6])=[O:5].O1[B:13]([C@@H:14]([NH:19][C:20](=[O:33])[CH2:21][NH:22][C:23](=[O:32])[C:24]2[CH:29]=[C:28]([Cl:30])[CH:27]=[CH:26][C:25]=2[Cl:31])[CH2:15][CH:16]([CH3:18])[CH3:17])O[B:13]([C@@H:14]([NH:19][C:20](=[O:33])[CH2:21][NH:22][C:23](=[O:32])[C:24]2[CH:29]=[C:28]([Cl:30])[CH:27]=[CH:26][C:25]=2[Cl:31])[CH2:15][CH:16]([CH3:18])[CH3:17])O[B:13]1[C@@H:14]([NH:19][C:20](=[O:33])[CH2:21][NH:22][C:23](=[O:32])[C:24]1[CH:29]=[C:28]([Cl:30])[CH:27]=[CH:26][C:25]=1[Cl:31])[CH2:15][CH:16]([CH3:18])[CH3:17]. The catalyst is CCOC(C)=O. The product is [Cl:31][C:25]1[CH:26]=[CH:27][C:28]([Cl:30])=[CH:29][C:24]=1[C:23]([NH:22][CH2:21][C:20]([NH:19][C@H:14]([B:13]1[O:1][C@@H:2]([CH3:7])[CH2:3][C:4](=[O:6])[O:5]1)[CH2:15][CH:16]([CH3:18])[CH3:17])=[O:33])=[O:32]. The yield is 0.950. (5) The reactants are Br[C:2]1[S:6][C:5]([C:7]2[N:11]3[N:12]=[C:13]([CH3:21])[CH:14]=[C:15]([CH:16]([CH2:19][CH3:20])[CH2:17][CH3:18])[C:10]3=[N:9][C:8]=2[CH3:22])=[C:4]([CH3:23])[CH:3]=1.[Br-].[CH3:25][C:26]1[N:31]=[C:30]([Zn+])[CH:29]=[CH:28][CH:27]=1.C1COCC1. The catalyst is C1C=CC(P(C2C=CC=CC=2)[C-]2C=CC=C2)=CC=1.C1C=CC(P(C2C=CC=CC=2)[C-]2C=CC=C2)=CC=1.Cl[Pd]Cl.[Fe+2]. The product is [CH2:17]([CH:16]([C:15]1[C:10]2[N:11]([C:7]([C:5]3[S:6][C:2]([C:30]4[CH:29]=[CH:28][CH:27]=[C:26]([CH3:25])[N:31]=4)=[CH:3][C:4]=3[CH3:23])=[C:8]([CH3:22])[N:9]=2)[N:12]=[C:13]([CH3:21])[CH:14]=1)[CH2:19][CH3:20])[CH3:18]. The yield is 0.470. (6) The reactants are [CH2:1]([C:3]1[C:4](=[O:24])[NH:5][C:6]([C:11]2[CH:16]=[C:15]([NH:17][CH2:18][CH3:19])[CH:14]=[CH:13][C:12]=2[O:20][CH2:21][CH2:22][CH3:23])=[N:7][C:8]=1[CH2:9][CH3:10])[CH3:2].[CH2:25]([N:27]=[C:28]=[O:29])[CH3:26]. The yield is 0.800. The product is [CH2:18]([N:17]([C:15]1[CH:14]=[CH:13][C:12]([O:20][CH2:21][CH2:22][CH3:23])=[C:11]([C:6]2[NH:5][C:4](=[O:24])[C:3]([CH2:1][CH3:2])=[C:8]([CH2:9][CH3:10])[N:7]=2)[CH:16]=1)[C:28]([NH:27][CH2:25][CH3:26])=[O:29])[CH3:19]. The catalyst is C(O)C.